From a dataset of Reaction yield outcomes from USPTO patents with 853,638 reactions. Predict the reaction yield, written as a fraction of the theoretical maximum amount of product (1.0 means a 100% yield; for example, 0.34 means a 34% yield). (1) The reactants are [F:1][C:2]([F:13])([F:12])[C:3]1[CH:4]=[C:5](B(O)O)[CH:6]=[CH:7][CH:8]=1.Br[C:15]1[N:20]=[C:19]([C:21](=[O:23])[CH3:22])[CH:18]=[CH:17][CH:16]=1.C([O-])([O-])=O.[K+].[K+]. The catalyst is C1(C)C=CC=CC=1. The product is [F:1][C:2]([F:13])([F:12])[C:3]1[CH:4]=[C:5]([C:15]2[N:20]=[C:19]([C:21](=[O:23])[CH3:22])[CH:18]=[CH:17][CH:16]=2)[CH:6]=[CH:7][CH:8]=1. The yield is 0.920. (2) The reactants are Cl[C:2]1[C:3]2[S:10][C:9]([C:11]3[C:12]([CH3:17])=[N:13][N:14]([CH3:16])[CH:15]=3)=[CH:8][C:4]=2[N:5]=[CH:6][N:7]=1.CC1(C)C(C)(C)OB([C:26]2[CH2:27][CH2:28][N:29]([C:32]([O:34][C:35]([CH3:38])([CH3:37])[CH3:36])=[O:33])[CH2:30][CH:31]=2)O1.C(=O)([O-])[O-].[K+].[K+]. The catalyst is C(#N)C.C1C=CC(P(C2C=CC=CC=2)[C-]2C=CC=C2)=CC=1.C1C=CC(P(C2C=CC=CC=2)[C-]2C=CC=C2)=CC=1.Cl[Pd]Cl.[Fe+2]. The product is [CH3:16][N:14]1[CH:15]=[C:11]([C:9]2[S:10][C:3]3[C:2]([C:26]4[CH2:31][CH2:30][N:29]([C:32]([O:34][C:35]([CH3:38])([CH3:37])[CH3:36])=[O:33])[CH2:28][CH:27]=4)=[N:7][CH:6]=[N:5][C:4]=3[CH:8]=2)[C:12]([CH3:17])=[N:13]1. The yield is 0.630. (3) The yield is 0.970. The catalyst is CN(C)C=O.O. The reactants are [CH3:1][O:2][C:3]([C:5]1([CH2:11]I)[CH2:10][CH2:9][O:8][CH2:7][CH2:6]1)=[O:4].[C:13]([O-:16])(=[S:15])[CH3:14].[K+]. The product is [CH3:1][O:2][C:3]([C:5]1([CH2:11][S:15][C:13](=[O:16])[CH3:14])[CH2:10][CH2:9][O:8][CH2:7][CH2:6]1)=[O:4]. (4) The reactants are [Br:1][C:2]1[CH:3]=[CH:4][C:5]([CH2:8][CH2:9][C:10]([CH3:18])([S:14]([CH3:17])(=[O:16])=[O:15])[C:11](O)=[O:12])=[N:6][CH:7]=1.C[Si](C)(C)[O:21][NH2:22].BrC1C=CC(CCC(C)(S(C)(=O)=O)C(NO)=O)=CC=1. No catalyst specified. The product is [Br:1][C:2]1[CH:3]=[CH:4][C:5]([CH2:8][CH2:9][C:10]([CH3:18])([S:14]([CH3:17])(=[O:16])=[O:15])[C:11]([NH:22][OH:21])=[O:12])=[N:6][CH:7]=1. The yield is 0.250. (5) The reactants are [Al+3].[Cl-].[Cl-].[Cl-].[C:5]1([NH:11][C:12](=[O:17])[CH:13]=[C:14]([CH3:16])[CH3:15])[CH:10]=[CH:9][CH:8]=[CH:7][CH:6]=1. The catalyst is C1C=CC=CC=1. The product is [CH3:16][C:14]1([CH3:15])[C:10]2[C:5](=[CH:6][CH:7]=[CH:8][CH:9]=2)[NH:11][C:12](=[O:17])[CH2:13]1. The yield is 0.860. (6) The reactants are [CH3:24][NH:23][S:20]([C:17]1[CH:18]=[CH:19][C:14]([S:13][S:13][C:14]2[CH:19]=[CH:18][C:17]([S:20]([NH:23][CH3:24])(=[O:22])=[O:21])=[CH:16][C:15]=2[N+:25]([O-])=O)=[C:15]([N+:25]([O-])=O)[CH:16]=1)(=[O:21])=[O:22].O.O.[Sn](Cl)(Cl)(Cl)Cl.[C:38](#N)[CH2:39][C:40]#[N:41]. The catalyst is C(O)C.Cl.O. The product is [CH3:24][NH:23][S:20]([C:17]1[CH:18]=[CH:19][C:14]2[S:13][C:38]([CH2:39][C:40]#[N:41])=[N:25][C:15]=2[CH:16]=1)(=[O:21])=[O:22]. The yield is 0.0800. (7) The reactants are O1CCCCC1[O:7][CH2:8][CH2:9][CH2:10][N:11]1[CH2:16][CH2:15][N:14]([C:17]2[CH:18]=[C:19](O)[CH:20]=[CH:21][CH:22]=2)[CH2:13][CH2:12]1.O=P(Cl)(Cl)Cl.N1CCCCC1.[CH3:35][O:36][C:37](=[O:48])[CH2:38][C:39]1[S:40][C:41]2[CH:47]=[CH:46][CH:45]=[CH:44][C:42]=2[N:43]=1. The yield is 0.170. The catalyst is CN(C=O)C.C1(C)C=CC=CC=1. The product is [S:40]1[C:41]2[CH:47]=[CH:46][CH:45]=[CH:44][C:42]=2[N:43]=[C:39]1[C:38]1[C:37](=[O:48])[O:36][C:35]2[C:20]([CH:19]=1)=[CH:21][CH:22]=[C:17]([N:14]1[CH2:13][CH2:12][N:11]([CH2:10][CH2:9][CH2:8][OH:7])[CH2:16][CH2:15]1)[CH:18]=2. (8) The reactants are [CH2:1](O)[C:2]#C.[C:5]([CH2:7][CH2:8][CH2:9][CH2:10][C:11]([O:13][CH3:14])=[O:12])#[N:6]. The catalyst is CC(C)[O-].CC(C)[O-].CC(C)[O-].CC(C)[O-].[Ti+4].CO. The product is [C:5]([CH2:7][CH2:8][CH2:9][CH2:10][C:11]([O:13][CH2:14][C:1]#[CH:2])=[O:12])#[N:6]. The yield is 0.750. (9) The reactants are [OH:1][C@@:2]1([C:9]#[C:10][C:11]2[CH:12]=[C:13]([N:17]3[C:25]4[C:20](=[CH:21][CH:22]=[C:23]([O:26][CH3:27])[CH:24]=4)[C:19]([C:28]([O:30]C)=O)=[N:18]3)[CH:14]=[CH:15][CH:16]=2)[CH2:6][CH2:5][N:4]([CH3:7])[C:3]1=[O:8].[NH3:32]. The catalyst is CO. The product is [OH:1][C@@:2]1([C:9]#[C:10][C:11]2[CH:12]=[C:13]([N:17]3[C:25]4[C:20](=[CH:21][CH:22]=[C:23]([O:26][CH3:27])[CH:24]=4)[C:19]([C:28]([NH2:32])=[O:30])=[N:18]3)[CH:14]=[CH:15][CH:16]=2)[CH2:6][CH2:5][N:4]([CH3:7])[C:3]1=[O:8]. The yield is 0.420.